This data is from Forward reaction prediction with 1.9M reactions from USPTO patents (1976-2016). The task is: Predict the product of the given reaction. (1) Given the reactants Br[CH2:2][C:3]([C:5]1[C:6](=[O:17])[NH:7][C:8]([CH2:15][CH3:16])=[C:9]([C:11](=[O:14])[CH2:12][CH3:13])[CH:10]=1)=O.[C:18]1([S:24]([CH2:27][C:28](=[S:30])[NH2:29])(=[O:26])=[O:25])[CH:23]=[CH:22][CH:21]=[CH:20][CH:19]=1, predict the reaction product. The product is: [C:18]1([S:24]([CH2:27][C:28]2[S:30][CH:2]=[C:3]([C:5]3[C:6](=[O:17])[NH:7][C:8]([CH2:15][CH3:16])=[C:9]([C:11](=[O:14])[CH2:12][CH3:13])[CH:10]=3)[N:29]=2)(=[O:25])=[O:26])[CH:19]=[CH:20][CH:21]=[CH:22][CH:23]=1. (2) The product is: [CH2:24]([O:23][C:22]([O:12][C:11]1[CH:10]=[C:9]([C:13]2[N:17]=[C:16]([CH3:18])[O:15][N:14]=2)[C:4]([C:5]([O:7][CH3:8])=[O:6])=[C:3]([N+:19]([O-:21])=[O:20])[C:2]=1[OH:1])=[O:26])[CH3:25]. Given the reactants [OH:1][C:2]1[C:3]([N+:19]([O-:21])=[O:20])=[C:4]([C:9]([C:13]2[N:17]=[C:16]([CH3:18])[O:15][N:14]=2)=[CH:10][C:11]=1[OH:12])[C:5]([O:7][CH3:8])=[O:6].[C:22](Cl)(=[O:26])[O:23][CH2:24][CH3:25].C(=O)([O-])[O-].[K+].[K+].CN(C)C=O, predict the reaction product. (3) Given the reactants [NH2:1][C:2]1[CH:7]=[C:6]([C:8]([F:11])([F:10])[F:9])[CH:5]=[CH:4][C:3]=1[NH:12][C:13]1[CH:14]=[C:15]([CH:21]=[CH:22][CH:23]=1)[C:16]([O:18]CC)=[O:17].[OH-].[Na+], predict the reaction product. The product is: [NH2:1][C:2]1[CH:7]=[C:6]([C:8]([F:10])([F:11])[F:9])[CH:5]=[CH:4][C:3]=1[NH:12][C:13]1[CH:14]=[C:15]([CH:21]=[CH:22][CH:23]=1)[C:16]([OH:18])=[O:17]. (4) Given the reactants C(OC(=O)[NH:7][C@@H:8]1[CH2:13][CH2:12][CH2:11][C:10]([F:15])([F:14])[C@@H:9]1[NH:16][C:17]([C:19]1[S:20][C:21]([CH3:40])=[C:22]([C:24]2[CH:25]=[N:26][N:27]3[CH:32]=[C:31]([C:33](OC)([O:36]C)[O:34][CH3:35])[CH:30]=[N:29][C:28]=23)[CH:23]=1)=[O:18])(C)(C)C.FC(F)(F)C(O)=O.C(=O)(O)[O-].[Na+], predict the reaction product. The product is: [CH3:35][O:34][C:33]([C:31]1[CH:30]=[N:29][C:28]2[N:27]([N:26]=[CH:25][C:24]=2[C:22]2[CH:23]=[C:19]([C:17](=[O:18])[NH:16][C@@H:9]3[C@H:8]([NH2:7])[CH2:13][CH2:12][CH2:11][C:10]3([F:14])[F:15])[S:20][C:21]=2[CH3:40])[CH:32]=1)=[O:36]. (5) Given the reactants Br[CH2:2][C:3]1[CH:8]=[C:7]([C:9]2[CH:14]=[CH:13][C:12]([C:15]([F:18])([F:17])[F:16])=[CH:11][CH:10]=2)[C:6]([C:19](OC)=[O:20])=[CH:5][CH:4]=1.[CH3:23][O-:24].[Na+].[OH2:26], predict the reaction product. The product is: [CH3:23][O:24][CH2:2][C:3]1[CH:8]=[C:7]([C:9]2[CH:14]=[CH:13][C:12]([C:15]([F:16])([F:18])[F:17])=[CH:11][CH:10]=2)[C:6]([C:19]([OH:20])=[O:26])=[CH:5][CH:4]=1. (6) Given the reactants [CH2:1]1[O:16][C:15]2[C:3](=[C:4]([CH:12]=[CH:13][CH:14]=2)[CH:5]=[CH:6][C:7]([O:9]CC)=[O:8])[O:2]1.[OH-].[K+], predict the reaction product. The product is: [CH2:1]1[O:16][C:15]2[C:3](=[C:4]([CH:12]=[CH:13][CH:14]=2)[CH:5]=[CH:6][C:7]([OH:9])=[O:8])[O:2]1. (7) The product is: [CH:1]1([N:20]2[CH2:21][CH2:22][C@@H:18]([N:12]3[CH2:11][CH2:10][C:9]4[C:14](=[CH:15][CH:16]=[C:7]([OH:6])[CH:8]=4)[C:13]3=[O:17])[CH2:19]2)[CH2:4][CH2:3][CH2:2]1. Given the reactants [C:1]1(=O)[CH2:4][CH2:3][CH2:2]1.[OH:6][C:7]1[CH:8]=[C:9]2[C:14](=[CH:15][CH:16]=1)[C:13](=[O:17])[N:12]([C@@H:18]1[CH2:22][CH2:21][NH:20][CH2:19]1)[CH2:11][CH2:10]2, predict the reaction product.